Dataset: Catalyst prediction with 721,799 reactions and 888 catalyst types from USPTO. Task: Predict which catalyst facilitates the given reaction. (1) Reactant: F[C:2]1[CH:3]=[CH:4][C:5]([N+:14]([O-:16])=[O:15])=[C:6]([N:8]2[CH2:13][CH2:12][CH2:11][CH2:10][CH2:9]2)[CH:7]=1.C[C:18]1[CH:22]=[CH:21][NH:20][N:19]=1.[OH-].[Na+].[CH3:25]S(C)=O. Product: [CH3:25][C:22]1[CH:18]=[N:19][N:20]([C:2]2[CH:3]=[CH:4][C:5]([N+:14]([O-:16])=[O:15])=[C:6]([N:8]3[CH2:13][CH2:12][CH2:11][CH2:10][CH2:9]3)[CH:7]=2)[CH:21]=1. The catalyst class is: 25. (2) Reactant: Cl.C(OC([NH:9][CH:10]([C:53]([OH:55])=[O:54])[CH2:11][CH2:12][NH:13][S:14]([C:17]1[C:30]2[C:31]3=[C:32]4[C:27](=[CH:28][CH:29]=2)[C:26]([OH:33])=[CH:25][C:24]([OH:34])=[C:23]4[CH:22]=[CH:21][C:20]3=[C:19]([S:35](=[O:52])(=[O:51])[NH:36][CH2:37][CH2:38][CH:39]([C:48]([OH:50])=[O:49])[NH:40]C(OC(C)(C)C)=O)[CH:18]=1)(=[O:16])=[O:15])=O)(C)(C)C. Product: [NH2:40][CH:39]([C:48]([OH:50])=[O:49])[CH2:38][CH2:37][NH:36][S:35]([C:19]1[C:20]2[C:31]3=[C:32]4[C:23](=[CH:22][CH:21]=2)[C:24]([OH:34])=[CH:25][C:26]([OH:33])=[C:27]4[CH:28]=[CH:29][C:30]3=[C:17]([S:14](=[O:16])(=[O:15])[NH:13][CH2:12][CH2:11][CH:10]([C:53]([OH:55])=[O:54])[NH2:9])[CH:18]=1)(=[O:52])=[O:51]. The catalyst class is: 1. (3) Reactant: [F:1][C:2]1[CH:3]=[C:4]([C@@H:9]([C:34]2[CH:39]=[CH:38][C:37]([S:40]([CH3:43])(=[O:42])=[O:41])=[CH:36][CH:35]=2)[CH2:10][CH2:11][N:12]2[CH2:17][CH2:16][CH:15]([CH2:18][CH2:19][S:20]([C:23]3[CH:33]=[CH:32][C:26]([O:27][CH2:28][C:29]([OH:31])=O)=[CH:25][CH:24]=3)(=[O:22])=[O:21])[CH2:14][CH2:13]2)[CH:5]=[C:6]([F:8])[CH:7]=1.C1C=CC2N(O)N=[N:50][C:48]=2C=1.CCN=C=NCCCN(C)C.N.C(=O)([O-])[O-]. Product: [F:1][C:2]1[CH:3]=[C:4]([C@@H:9]([C:34]2[CH:39]=[CH:38][C:37]([S:40]([CH3:43])(=[O:41])=[O:42])=[CH:36][CH:35]=2)[CH2:10][CH2:11][N:12]2[CH2:13][CH2:14][CH:15]([CH2:18][CH2:19][S:20]([C:23]3[CH:24]=[CH:25][C:26]([O:27][CH2:28][C:29]([NH:50][CH3:48])=[O:31])=[CH:32][CH:33]=3)(=[O:22])=[O:21])[CH2:16][CH2:17]2)[CH:5]=[C:6]([F:8])[CH:7]=1. The catalyst class is: 4. (4) Reactant: Br[CH2:2][CH:3]([F:22])[CH2:4][CH2:5][N:6]1[C:11](=[O:12])[CH:10]=[C:9]([NH:13][C:14](=[O:21])[CH2:15][CH:16]2[CH2:20][CH2:19][CH2:18][CH2:17]2)[CH:8]=[N:7]1.[N-:23]=[N+:24]=[N-:25].[Na+]. Product: [N:23]([CH2:2][CH:3]([F:22])[CH2:4][CH2:5][N:6]1[C:11](=[O:12])[CH:10]=[C:9]([NH:13][C:14](=[O:21])[CH2:15][CH:16]2[CH2:20][CH2:19][CH2:18][CH2:17]2)[CH:8]=[N:7]1)=[N+:24]=[N-:25]. The catalyst class is: 3. (5) The catalyst class is: 30. Reactant: [C:1]([NH:4][C:5]1[S:6][C:7]2[C:13]3[N:14]([C:20]4[CH:29]=[CH:28][C:23]([C:24]([O:26]C)=[O:25])=[CH:22][C:21]=4[Cl:30])[N:15]=[C:16]([CH:17]4[CH2:19][CH2:18]4)[C:12]=3[CH2:11][CH2:10][C:8]=2[N:9]=1)(=[O:3])[CH3:2].[OH-].[Li+].C(O)(=O)C. Product: [C:1]([NH:4][C:5]1[S:6][C:7]2[C:13]3[N:14]([C:20]4[CH:29]=[CH:28][C:23]([C:24]([OH:26])=[O:25])=[CH:22][C:21]=4[Cl:30])[N:15]=[C:16]([CH:17]4[CH2:18][CH2:19]4)[C:12]=3[CH2:11][CH2:10][C:8]=2[N:9]=1)(=[O:3])[CH3:2]. (6) Reactant: C1(P(C2C=CC=CC=2)C2C=CC=CC=2)C=CC=CC=1.O[C:21]1[CH:30]=[C:29]2[C:24]([C:25](=[O:39])[N:26](COC(=O)C(C)(C)C)C=[N:28]2)=[CH:23][C:22]=1OC.[C:42](OC(N1C[CH2:44][CH:42]([CH2:45]O)[CH2:43]C1)=O)([CH3:45])([CH3:44])[CH3:43].N([C:64]([O:66][CH2:67][CH3:68])=[O:65])=N[C:64]([O:66][CH2:67][CH3:68])=[O:65]. Product: [C:64]([O:66][CH2:67][C:68]1[NH:26][C:25](=[O:39])[C:24]2[C:29](=[CH:30][CH:21]=[CH:22][CH:23]=2)[N:28]=1)(=[O:65])[C:42]([CH3:45])([CH3:44])[CH3:43]. The catalyst class is: 2. (7) Reactant: [OH:1][C:2]1[CH:3]=[C:4]([NH:9][C:10]([C:12]2[N:16]([CH3:17])[N:15]=[C:14]([CH3:18])[CH:13]=2)=[O:11])[CH:5]=[C:6]([CH3:8])[CH:7]=1.C(=O)([O-])[O-].[Cs+].[Cs+].Br[C:26]1[CH:27]=[CH:28][C:29]([N+:32]([O-:34])=[O:33])=[N:30][CH:31]=1. Product: [CH3:17][N:16]1[C:12]([C:10]([NH:9][C:4]2[CH:3]=[C:2]([O:1][C:26]3[CH:31]=[N:30][C:29]([N+:32]([O-:34])=[O:33])=[CH:28][CH:27]=3)[CH:7]=[C:6]([CH3:8])[CH:5]=2)=[O:11])=[CH:13][C:14]([CH3:18])=[N:15]1. The catalyst class is: 9. (8) Reactant: [CH3:1][O:2][C:3]1[C:8]([N+:9]([O-])=O)=[CH:7][C:6]([Br:12])=[CH:5][N:4]=1.O.O.Cl[Sn]Cl. Product: [CH3:1][O:2][C:3]1[C:8]([NH2:9])=[CH:7][C:6]([Br:12])=[CH:5][N:4]=1. The catalyst class is: 25. (9) Reactant: [C:1]([O:9][C@H:10]1[C@@H:15]([O:16][C:17](=[O:24])[C:18]2[CH:23]=[CH:22][CH:21]=[CH:20][CH:19]=2)[C@H:14]([O:25][C:26](=[O:33])[C:27]2[CH:32]=[CH:31][CH:30]=[CH:29][CH:28]=2)[C@@H:13]([CH2:34][O:35][C:36](=[O:43])[C:37]2[CH:42]=[CH:41][CH:40]=[CH:39][CH:38]=2)[O:12][C@@H:11]1[O:44][C@H:45]1[C@@H:58]([O:59][C:60](=[O:67])[C:61]2[CH:66]=[CH:65][CH:64]=[CH:63][CH:62]=2)[C@H:57]([O:68][C:69](=[O:76])[C:70]2[CH:75]=[CH:74][CH:73]=[CH:72][CH:71]=2)[C@@H:56]([CH2:77][O:78][C:79](=[O:86])[C:80]2[CH:85]=[CH:84][CH:83]=[CH:82][CH:81]=2)[O:55][C@@H:46]1[O:47]CC1C=CC=CC=1)(=[O:8])[C:2]1[CH:7]=[CH:6][CH:5]=[CH:4][CH:3]=1.[H][H]. Product: [C:1]([O:9][C@H:10]1[C@@H:15]([O:16][C:17](=[O:24])[C:18]2[CH:23]=[CH:22][CH:21]=[CH:20][CH:19]=2)[C@H:14]([O:25][C:26](=[O:33])[C:27]2[CH:28]=[CH:29][CH:30]=[CH:31][CH:32]=2)[C@@H:13]([CH2:34][O:35][C:36](=[O:43])[C:37]2[CH:42]=[CH:41][CH:40]=[CH:39][CH:38]=2)[O:12][C@@H:11]1[O:44][C@H:45]1[C@@H:58]([O:59][C:60](=[O:67])[C:61]2[CH:62]=[CH:63][CH:64]=[CH:65][CH:66]=2)[C@H:57]([O:68][C:69](=[O:76])[C:70]2[CH:71]=[CH:72][CH:73]=[CH:74][CH:75]=2)[C@@H:56]([CH2:77][O:78][C:79](=[O:86])[C:80]2[CH:81]=[CH:82][CH:83]=[CH:84][CH:85]=2)[O:55][CH:46]1[OH:47])(=[O:8])[C:2]1[CH:3]=[CH:4][CH:5]=[CH:6][CH:7]=1. The catalyst class is: 515. (10) Reactant: [F:8][C:7]([F:10])([F:9])[C:6](O[C:6](=O)[C:7]([F:10])([F:9])[F:8])=O.[NH2:14][C:15]1[CH:20]=[CH:19][CH:18]=[CH:17][CH:16]=1.Cl[CH2:22][CH2:23]Cl. Product: [F:10][C:7]([F:8])([F:9])[C:6]1[CH:23]=[CH:22][C:20]2[C:15](=[CH:16][CH:17]=[CH:18][CH:19]=2)[N:14]=1. The catalyst class is: 113.